Predict the product of the given reaction. From a dataset of Forward reaction prediction with 1.9M reactions from USPTO patents (1976-2016). (1) Given the reactants [NH:1]1[C:9]2[C:4](=[CH:5][C:6]([NH:10][CH:11]3[CH2:16][CH2:15][C:14](=O)[CH2:13][CH2:12]3)=[CH:7][CH:8]=2)[CH:3]=[N:2]1.[C:18]1([CH:24]([NH2:26])[CH3:25])[CH:23]=[CH:22][CH:21]=[CH:20][CH:19]=1.C(O[BH-](OC(=O)C)OC(=O)C)(=O)C.[Na+].Cl.CO, predict the reaction product. The product is: [NH:1]1[C:9]2[C:4](=[CH:5][C:6]([NH:10][CH:11]3[CH2:16][CH2:15][CH:14]([NH:26][CH:24]([C:18]4[CH:23]=[CH:22][CH:21]=[CH:20][CH:19]=4)[CH3:25])[CH2:13][CH2:12]3)=[CH:7][CH:8]=2)[CH:3]=[N:2]1. (2) Given the reactants [Cl:1][C:2]1[CH:3]=[C:4]([C:8]2[N:13]=[C:12]([CH2:14][C:15]3[CH:20]=[CH:19][C:18]([CH2:21][C:22]([O:24]C)=O)=[CH:17][CH:16]=3)[CH:11]=[C:10]([CH2:26][CH3:27])[N:9]=2)[CH:5]=[CH:6][CH:7]=1.[Cl-].[NH4+:29].N, predict the reaction product. The product is: [Cl:1][C:2]1[CH:3]=[C:4]([C:8]2[N:13]=[C:12]([CH2:14][C:15]3[CH:20]=[CH:19][C:18]([CH2:21][C:22]([NH2:29])=[O:24])=[CH:17][CH:16]=3)[CH:11]=[C:10]([CH2:26][CH3:27])[N:9]=2)[CH:5]=[CH:6][CH:7]=1. (3) Given the reactants S(OOS([O-])(=O)=O)([O-])(=O)=O.[NH4+].[NH4+].C(OC=C)(=O)C.[C:19]([O:34][CH2:35][CH2:36][CH2:37]C)(=[O:33])[C:20]1[C:21](=[CH:29][CH:30]=[CH:31][CH:32]=1)[C:22]([O:24][CH2:25][CH2:26][CH2:27]C)=[O:23], predict the reaction product. The product is: [C:22]([O:24][CH2:25][CH:26]=[CH2:27])(=[O:23])[C:21]1[C:20](=[CH:32][CH:31]=[CH:30][CH:29]=1)[C:19]([O:34][CH2:35][CH:36]=[CH2:37])=[O:33]. (4) Given the reactants Cl.[CH3:2][N:3]([C:14]1[C:15]2[CH:22]=[CH:21][NH:20][C:16]=2[N:17]=[CH:18][N:19]=1)[CH:4]1[CH2:13][CH2:12][C@@H:11]2[C@@H:6]([CH2:7][CH2:8][NH:9][CH2:10]2)[CH2:5]1.[C:23](O)(=[O:26])[CH2:24][OH:25].C(N(CC)CC)C.Cl.C(N=C=NCCCN(C)C)C, predict the reaction product. The product is: [OH:26][CH2:23][C:24]([N:9]1[CH2:8][CH2:7][C@@H:6]2[C@@H:11]([CH2:12][CH2:13][CH:4]([N:3]([CH3:2])[C:14]3[C:15]4[CH:22]=[CH:21][NH:20][C:16]=4[N:17]=[CH:18][N:19]=3)[CH2:5]2)[CH2:10]1)=[O:25].